Dataset: Reaction yield outcomes from USPTO patents with 853,638 reactions. Task: Predict the reaction yield, written as a fraction of the theoretical maximum amount of product (1.0 means a 100% yield; for example, 0.34 means a 34% yield). (1) The yield is 0.900. The catalyst is CCO. The reactants are [O:1]1[CH2:3][C@@H:2]1[CH2:4][N:5]1[CH2:14][CH2:13][C:12]2[C:7](=[CH:8][CH:9]=[CH:10][CH:11]=2)[CH2:6]1.[NH3:15]. The product is [NH2:15][CH2:3][C@@H:2]([OH:1])[CH2:4][N:5]1[CH2:14][CH2:13][C:12]2[C:7](=[CH:8][CH:9]=[CH:10][CH:11]=2)[CH2:6]1. (2) The reactants are [NH2:1][C:2]1[CH:3]=[C:4]2[C:8](=[CH:9][CH:10]=1)[C:7](=[O:11])[N:6]([CH2:12][C:13]([O:15][CH2:16][C:17]1[CH:22]=[CH:21][CH:20]=[CH:19][CH:18]=1)=[O:14])[C:5]2=[O:23].[CH3:24][S:25](Cl)(=[O:27])=[O:26]. The catalyst is N1C=CC=CC=1. The product is [CH3:24][S:25]([NH:1][C:2]1[CH:3]=[C:4]2[C:8](=[CH:9][CH:10]=1)[C:7](=[O:11])[N:6]([CH2:12][C:13]([O:15][CH2:16][C:17]1[CH:18]=[CH:19][CH:20]=[CH:21][CH:22]=1)=[O:14])[C:5]2=[O:23])(=[O:27])=[O:26]. The yield is 0.880. (3) The reactants are [C:1]1([S:7](Cl)(=[O:9])=[O:8])[CH:6]=[CH:5][CH:4]=[CH:3][CH:2]=1.[NH:11]1[C:19]2[C:14](=[CH:15][CH:16]=[CH:17][CH:18]=2)[CH2:13][CH2:12]1.CCN(CC)CC. The catalyst is CN(C1C=CN=CC=1)C.C(Cl)Cl. The product is [C:1]1([S:7]([N:11]2[C:19]3[C:14](=[CH:15][CH:16]=[CH:17][CH:18]=3)[CH2:13][CH2:12]2)(=[O:9])=[O:8])[CH:6]=[CH:5][CH:4]=[CH:3][CH:2]=1. The yield is 0.960. (4) The reactants are [Cl-].O[NH3+:3].[C:4](=[O:7])([O-])[OH:5].[Na+].CS(C)=O.[CH3:13][C:14]1([CH3:53])[CH2:19][O:18][C:17]2([CH2:24][CH2:23][CH:22]([N:25]3[C:30](=[O:31])[C:29]([CH2:32][C:33]4[CH:38]=[CH:37][C:36]([C:39]5[C:40]([C:45]#[N:46])=[CH:41][CH:42]=[CH:43][CH:44]=5)=[CH:35][CH:34]=4)=[C:28]([CH2:47][CH2:48][CH3:49])[N:27]4[N:50]=[CH:51][N:52]=[C:26]34)[CH2:21][CH2:20]2)[O:16][CH2:15]1. The catalyst is C(OCC)(=O)C. The product is [CH3:53][C:14]1([CH3:13])[CH2:19][O:18][C:17]2([CH2:24][CH2:23][CH:22]([N:25]3[C:30](=[O:31])[C:29]([CH2:32][C:33]4[CH:38]=[CH:37][C:36]([C:39]5[CH:44]=[CH:43][CH:42]=[CH:41][C:40]=5[C:45]5[NH:3][C:4](=[O:7])[O:5][N:46]=5)=[CH:35][CH:34]=4)=[C:28]([CH2:47][CH2:48][CH3:49])[N:27]4[N:50]=[CH:51][N:52]=[C:26]34)[CH2:21][CH2:20]2)[O:16][CH2:15]1. The yield is 0.340. (5) The reactants are [CH3:1][C:2]1[CH:7]=[C:6]([CH3:8])[NH:5][C:4](=[O:9])[C:3]=1[CH2:10][NH:11][C:12](=[O:33])[C:13]1[CH:18]=[C:17]([N:19]2[CH2:24][CH2:23][CH2:22][CH2:21][CH2:20]2)[N:16]=[C:15]([C:25]2[CH:30]=[CH:29][C:28]([CH:31]=O)=[CH:27][CH:26]=2)[CH:14]=1.[CH3:34][NH:35][CH3:36].C(O)(=O)C.C([BH3-])#N.[Na+]. The catalyst is CO. The product is [CH3:1][C:2]1[CH:7]=[C:6]([CH3:8])[NH:5][C:4](=[O:9])[C:3]=1[CH2:10][NH:11][C:12](=[O:33])[C:13]1[CH:18]=[C:17]([N:19]2[CH2:20][CH2:21][CH2:22][CH2:23][CH2:24]2)[N:16]=[C:15]([C:25]2[CH:30]=[CH:29][C:28]([CH2:31][N:35]([CH3:36])[CH3:34])=[CH:27][CH:26]=2)[CH:14]=1. The yield is 0.790. (6) The reactants are C1(C)C=CC=CC=1.[CH2:8]1[C:11]2([O:16][CH2:15][CH:14]([O:17][C:18]3[CH:23]=[CH:22][N:21]=[C:20]([CH2:24][S:25][C:26]4[NH:30][C:29]5[CH:31]=[CH:32][CH:33]=[CH:34][C:28]=5[N:27]=4)[C:19]=3[CH3:35])[CH2:13][O:12]2)[CH2:10][CH2:9]1.ClC1C=CC=C(C(OO)=[O:44])C=1.C(=O)([O-])O.[Na+]. The catalyst is C1(C)C=CC=CC=1.CO.CO. The product is [CH2:10]1[C:11]2([O:16][CH2:15][CH:14]([O:17][C:18]3[CH:23]=[CH:22][N:21]=[C:20]([CH2:24][S:25]([C:26]4[NH:27][C:28]5[CH:34]=[CH:33][CH:32]=[CH:31][C:29]=5[N:30]=4)=[O:44])[C:19]=3[CH3:35])[CH2:13][O:12]2)[CH2:8][CH2:9]1. The yield is 0.762. (7) The reactants are [C:1]([C:3]1[CH:4]=[C:5]2[C:9](=[CH:10][CH:11]=1)[NH:8][CH:7]=[C:6]2[CH2:12][CH2:13][CH2:14][CH2:15][N:16]1[CH2:21][CH2:20][N:19]([C:22]2[CH:23]=[CH:24][C:25]3[O:29][C:28]([C:30]([O:32]CC)=O)=[CH:27][C:26]=3[CH:35]=2)[CH2:18][CH2:17]1)#[N:2].C([NH2:38])=O.C[O-].[Na+].O. The yield is 0.850. The product is [C:1]([C:3]1[CH:4]=[C:5]2[C:9](=[CH:10][CH:11]=1)[NH:8][CH:7]=[C:6]2[CH2:12][CH2:13][CH2:14][CH2:15][N:16]1[CH2:21][CH2:20][N:19]([C:22]2[CH:23]=[CH:24][C:25]3[O:29][C:28]([C:30]([NH2:38])=[O:32])=[CH:27][C:26]=3[CH:35]=2)[CH2:18][CH2:17]1)#[N:2]. The catalyst is C1COCC1.CO. (8) The reactants are [C:1]([N:4]1[CH2:9][CH2:8][N:7]([C:10]2[N:11]=[C:12]([N:23]3[CH2:27][CH2:26][CH2:25][C@@H:24]3[C:28](O)=[O:29])[C:13]3[CH2:18][N:17]([CH:19]([CH3:21])[CH3:20])[C:16](=[O:22])[C:14]=3[N:15]=2)[CH2:6][CH2:5]1)(=[O:3])[CH3:2].[NH:31]1[C:39]2[C:34](=[CH:35][CH:36]=[CH:37][CH:38]=2)[CH2:33][CH2:32]1.CN(C(ON1N=NC2C=CC=NC1=2)=[N+](C)C)C.F[P-](F)(F)(F)(F)F.CCN(C(C)C)C(C)C. The catalyst is CC(N(C)C)=O. The product is [C:1]([N:4]1[CH2:9][CH2:8][N:7]([C:10]2[N:15]=[C:14]3[C:13]([CH2:18][N:17]([CH:19]([CH3:20])[CH3:21])[C:16]3=[O:22])=[C:12]([N:23]3[CH2:27][CH2:26][CH2:25][C@@H:24]3[C:28]([N:31]3[C:39]4[C:34](=[CH:35][CH:36]=[CH:37][CH:38]=4)[CH2:33][CH2:32]3)=[O:29])[N:11]=2)[CH2:6][CH2:5]1)(=[O:3])[CH3:2]. The yield is 0.320. (9) The product is [Cl:31][C:22]1[CH:21]=[N:20][C:19]2[NH:18][C:4]3[C:5](=[O:17])[N:6]([CH2:8][C:9]4[CH:14]=[CH:13][C:12]([O:15][CH3:16])=[CH:11][CH:10]=4)[CH:7]=[C:26]([Si:27]([CH3:30])([CH3:29])[CH3:28])[C:25]=3[C:24]=2[CH:23]=1. The reactants are ClC1N=[C:4]([NH:18][C:19]2[C:24]([C:25]#[C:26][Si:27]([CH3:30])([CH3:29])[CH3:28])=[CH:23][C:22]([Cl:31])=[CH:21][N:20]=2)[C:5](=[O:17])[N:6]([CH2:8][C:9]2[CH:14]=[CH:13][C:12]([O:15][CH3:16])=[CH:11][CH:10]=2)[CH:7]=1.CCN(C(C)C)C(C)C. The catalyst is C1(C)C=CC=CC=1. The yield is 0.870. (10) The reactants are [CH3:1][C:2]1[C:3]([C:7]([O:9][CH2:10][CH3:11])=[O:8])=[CH:4][NH:5][CH:6]=1.C1C(=O)N([Br:19])C(=O)C1. The catalyst is C1COCC1. The product is [Br:19][C:6]1[NH:5][CH:4]=[C:3]([C:7]([O:9][CH2:10][CH3:11])=[O:8])[C:2]=1[CH3:1]. The yield is 0.860.